This data is from Forward reaction prediction with 1.9M reactions from USPTO patents (1976-2016). The task is: Predict the product of the given reaction. (1) Given the reactants [CH:1]1([C:7]2[N:12]=[CH:11][C:10]([C:13]([OH:15])=O)=[CH:9][N:8]=2)[CH2:6][CH2:5][CH2:4][CH2:3][CH2:2]1.O[N:17]1[C:21]2[CH:22]=[CH:23][CH:24]=[CH:25][C:20]=2N=N1.C1CCC(N=C=NC2CCCCC2)CC1.NC1C=CC=CC=1.C(O)C(N)(CO)CO, predict the reaction product. The product is: [C:21]1([NH:17][C:13]([C:10]2[CH:11]=[N:12][C:7]([CH:1]3[CH2:2][CH2:3][CH2:4][CH2:5][CH2:6]3)=[N:8][CH:9]=2)=[O:15])[CH:22]=[CH:23][CH:24]=[CH:25][CH:20]=1. (2) Given the reactants CO[C:3](=[O:12])[C:4]1[CH:9]=[CH:8][CH:7]=[CH:6][C:5]=1[CH2:10]Br.[Cl:13][C:14]1[CH:15]=[C:16]([CH2:20][CH2:21][CH2:22][NH2:23])[CH:17]=[CH:18][CH:19]=1.C([O-])([O-])=O.[K+].[K+].C(OCC)(=O)C, predict the reaction product. The product is: [Cl:13][C:14]1[CH:15]=[C:16]([CH2:20][CH2:21][CH2:22][N:23]2[CH2:10][C:5]3[C:4](=[CH:9][CH:8]=[CH:7][CH:6]=3)[C:3]2=[O:12])[CH:17]=[CH:18][CH:19]=1. (3) Given the reactants [Cl:1][C:2]1[CH:3]=[C:4]([C@H:9]2[C:18]3[C:13](=[CH:14][CH:15]=[CH:16][CH:17]=3)[C:12](=O)[C:11]([CH3:21])([CH3:20])[CH2:10]2)[CH:5]=[CH:6][C:7]=1[Cl:8].[OH2:22].[NH2:23]O.Cl.CCN(CC)CC, predict the reaction product. The product is: [Cl:1][C:2]1[CH:3]=[C:4]([C@H:9]2[C:18]3[C:13](=[CH:14][CH:15]=[CH:16][CH:17]=3)/[C:12](=[N:23]\[OH:22])/[C:11]([CH3:21])([CH3:20])[CH2:10]2)[CH:5]=[CH:6][C:7]=1[Cl:8]. (4) Given the reactants [O:1]=[CH:2][C:3]1[CH:11]=[CH:10][C:7]([O:8][CH3:9])=[C:5]([OH:6])[CH:4]=1.CC1C=CC(S(O[CH2:23][CH2:24][C:25]#[C:26][CH2:27][CH2:28][CH2:29][CH3:30])(=O)=O)=CC=1, predict the reaction product. The product is: [CH3:9][O:8][C:7]1[CH:10]=[CH:11][C:3]([CH:2]=[O:1])=[CH:4][C:5]=1[O:6][CH2:23][CH2:24][C:25]#[C:26][CH2:27][CH2:28][CH2:29][CH3:30]. (5) Given the reactants [CH2:1]1[C:9]2[C:4](=[CH:5][CH:6]=[CH:7][CH:8]=2)[CH2:3][NH:2]1.[CH2:10]([O:12][C:13]([CH:15]([C:19]1[CH:20]=[C:21]2[C:25](=[CH:26][CH:27]=1)[N:24]([C:28]([O:30][C:31]([CH3:34])([CH3:33])[CH3:32])=[O:29])[C:23](=[O:35])[C:22]2=[O:36])[CH2:16][CH2:17][CH3:18])=[O:14])[CH3:11], predict the reaction product. The product is: [C:31]([O:30][C:28]([NH:24][C:25]1[CH:26]=[CH:27][C:19]([CH:15]([CH2:16][CH2:17][CH3:18])[C:13]([O:12][CH2:10][CH3:11])=[O:14])=[CH:20][C:21]=1[C:22](=[O:36])[C:23]([N:2]1[CH2:3][C:4]2[C:9](=[CH:8][CH:7]=[CH:6][CH:5]=2)[CH2:1]1)=[O:35])=[O:29])([CH3:34])([CH3:33])[CH3:32]. (6) Given the reactants C([O:4][CH2:5][CH2:6][CH2:7][C:8]1[CH:9]=[C:10]2[C:14](=[CH:15][CH:16]=1)[NH:13][CH:12]=[C:11]2[C:17](=[O:37])[CH:18]([NH:28][C:29]1[CH:30]=[N:31][CH:32]=[C:33]([O:35][CH3:36])[CH:34]=1)[C:19]1[CH:27]=[C:22]2[CH:23]=[CH:24][CH:25]=[CH:26][N:21]2[N:20]=1)(=O)C.C1COCC1.O.C(=O)([O-])[O-].[K+].[K+], predict the reaction product. The product is: [OH:4][CH2:5][CH2:6][CH2:7][C:8]1[CH:9]=[C:10]2[C:14](=[CH:15][CH:16]=1)[NH:13][CH:12]=[C:11]2[C:17](=[O:37])[CH:18]([NH:28][C:29]1[CH:30]=[N:31][CH:32]=[C:33]([O:35][CH3:36])[CH:34]=1)[C:19]1[CH:27]=[C:22]2[CH:23]=[CH:24][CH:25]=[CH:26][N:21]2[N:20]=1. (7) Given the reactants [NH2:1][C:2]1[CH:6]=[C:5]([C:7]2[CH:12]=[CH:11][C:10]([Cl:13])=[CH:9][CH:8]=2)[S:4][C:3]=1[C:14]([NH:16][C:17]1([C:23]([O:25]C)=[O:24])[CH2:22][CH2:21][CH2:20][CH2:19][CH2:18]1)=[O:15].[N:27]([C:30]1[C:35]([CH3:36])=[CH:34][C:33]([CH3:37])=[CH:32][C:31]=1[CH3:38])=[C:28]=[O:29].[OH-].[Li+].Cl, predict the reaction product. The product is: [Cl:13][C:10]1[CH:9]=[CH:8][C:7]([C:5]2[S:4][C:3]([C:14]([NH:16][C:17]3([C:23]([OH:25])=[O:24])[CH2:18][CH2:19][CH2:20][CH2:21][CH2:22]3)=[O:15])=[C:2]([NH:1][C:28]([NH:27][C:30]3[C:31]([CH3:38])=[CH:32][C:33]([CH3:37])=[CH:34][C:35]=3[CH3:36])=[O:29])[CH:6]=2)=[CH:12][CH:11]=1. (8) Given the reactants [F:1][C:2]1[CH:10]=[C:9]2[C:5]([C:6]([CH2:12][NH:13][CH3:14])=[CH:7][N:8]2[CH3:11])=[CH:4][CH:3]=1.CNCC1C2C=CC=CC=2N2CCCC=12.[NH2:30][C:31]1[N:36]=[CH:35][C:34](/[CH:37]=[CH:38]/[C:39]([OH:41])=O)=[CH:33][CH:32]=1.Cl.O=C1NC2N=CC(/C=C/C(O)=O)=CC=2CC1, predict the reaction product. The product is: [NH2:30][C:31]1[N:36]=[CH:35][C:34](/[CH:37]=[CH:38]/[C:39]([N:13]([CH2:12][C:6]2[C:5]3[C:9](=[CH:10][C:2]([F:1])=[CH:3][CH:4]=3)[N:8]([CH3:11])[CH:7]=2)[CH3:14])=[O:41])=[CH:33][CH:32]=1. (9) Given the reactants [Cl:1][C:2]1[N:3]=[C:4]2[N:8]([C:9]=1[CH:10]=[O:11])[N:7]=[C:6]([CH2:12][O:13][CH3:14])[S:5]2.[BH4-].[Na+].[NH4+].[Cl-], predict the reaction product. The product is: [Cl:1][C:2]1[N:3]=[C:4]2[N:8]([C:9]=1[CH2:10][OH:11])[N:7]=[C:6]([CH2:12][O:13][CH3:14])[S:5]2. (10) Given the reactants [Br:1][C:2]1[C:7]([CH3:8])=[CH:6][CH:5]=[CH:4][N:3]=1.[Mn]([O-])(=O)(=O)=[O:10].[K+].[OH2:15], predict the reaction product. The product is: [Br:1][C:2]1[N:3]=[CH:4][CH:5]=[CH:6][C:7]=1[C:8]([OH:10])=[O:15].